This data is from Catalyst prediction with 721,799 reactions and 888 catalyst types from USPTO. The task is: Predict which catalyst facilitates the given reaction. Reactant: [NH2:1][C:2]1[CH:7]=[C:6]([Cl:8])[C:5]([Cl:9])=[CH:4][C:3]=1[OH:10].[H-].[Na+].[Cl:13][C:14]1[CH:19]=[CH:18][N:17]=[C:16](F)[CH:15]=1. Product: [Cl:13][C:14]1[CH:19]=[CH:18][N:17]=[C:16]([O:10][C:3]2[CH:4]=[C:5]([Cl:9])[C:6]([Cl:8])=[CH:7][C:2]=2[NH2:1])[CH:15]=1. The catalyst class is: 1.